This data is from Catalyst prediction with 721,799 reactions and 888 catalyst types from USPTO. The task is: Predict which catalyst facilitates the given reaction. (1) Reactant: [CH:1]1[CH:10]=[C:9]2[C:11]([O:13][C:14](=[O:15])[C:7]3=[C:8]2[C:3](=[C:4]([Br:16])[CH:5]=[CH:6]3)[CH:2]=1)=O.[CH2:17]([NH2:23])[CH2:18][CH2:19][CH2:20][CH2:21][CH3:22].C1(C)C=CC=CC=1.C(Cl)(Cl)Cl. Product: [Br:16][C:4]1[CH:5]=[CH:6][C:7]2[C:14](=[O:15])[N:23]([CH2:17][CH2:18][CH2:19][CH2:20][CH2:21][CH3:22])[C:11](=[O:13])[C:9]3[C:8]=2[C:3]=1[CH:2]=[CH:1][CH:10]=3. The catalyst class is: 15. (2) Reactant: [Cl:1][C:2]1[CH:38]=[CH:37][C:36]([CH2:39][CH2:40][O:41][CH3:42])=[CH:35][C:3]=1[CH2:4][N:5]([CH:32]1[CH2:34][CH2:33]1)[C:6](=[O:31])[CH:7]([CH2:11][C:12]1[CH:17]=[CH:16][C:15]([O:18][CH2:19][CH2:20][O:21][C:22]2[C:27]([Cl:28])=[CH:26][C:25]([CH3:29])=[CH:24][C:23]=2[Cl:30])=[CH:14][CH:13]=1)[CH:8]([OH:10])[CH3:9].CC(OI1(OC(C)=O)(OC(C)=O)OC(=O)C2C=CC=CC1=2)=O. Product: [Cl:1][C:2]1[CH:38]=[CH:37][C:36]([CH2:39][CH2:40][O:41][CH3:42])=[CH:35][C:3]=1[CH2:4][N:5]([CH:32]1[CH2:34][CH2:33]1)[C:6](=[O:31])[CH:7]([CH2:11][C:12]1[CH:17]=[CH:16][C:15]([O:18][CH2:19][CH2:20][O:21][C:22]2[C:27]([Cl:28])=[CH:26][C:25]([CH3:29])=[CH:24][C:23]=2[Cl:30])=[CH:14][CH:13]=1)[C:8](=[O:10])[CH3:9]. The catalyst class is: 4. (3) Reactant: [CH2:1]([O:8][CH2:9][C:10]1[CH:15]=[C:14]([CH3:16])[N:13]=[C:12]([O:17][C@@H:18]([C:23]([O:36][CH3:37])([C:30]2[CH:35]=[CH:34][CH:33]=[CH:32][CH:31]=2)[C:24]2[CH:29]=[CH:28][CH:27]=[CH:26][CH:25]=2)[C:19]([O:21]C)=[O:20])[N:11]=1)[C:2]1[CH:7]=[CH:6][CH:5]=[CH:4][CH:3]=1.[OH-].[K+]. Product: [CH2:1]([O:8][CH2:9][C:10]1[CH:15]=[C:14]([CH3:16])[N:13]=[C:12]([O:17][C@@H:18]([C:23]([O:36][CH3:37])([C:24]2[CH:25]=[CH:26][CH:27]=[CH:28][CH:29]=2)[C:30]2[CH:35]=[CH:34][CH:33]=[CH:32][CH:31]=2)[C:19]([OH:21])=[O:20])[N:11]=1)[C:2]1[CH:7]=[CH:6][CH:5]=[CH:4][CH:3]=1. The catalyst class is: 24.